From a dataset of Full USPTO retrosynthesis dataset with 1.9M reactions from patents (1976-2016). Predict the reactants needed to synthesize the given product. (1) Given the product [NH2:7][CH2:8][C:9]([N:11]1[CH2:16][CH2:15][N:14]([CH2:17][C:18]2[CH:23]=[CH:22][C:21]([NH:24][C:25]3[N:30]=[CH:29][C:28]4=[CH:31][CH:32]=[C:33]([C:34]5[CH:39]=[CH:38][CH:37]=[CH:36][C:35]=5[N:40]([CH3:41])[S:42]([CH3:45])(=[O:44])=[O:43])[N:27]4[N:26]=3)=[C:20]([O:46][CH3:47])[CH:19]=2)[CH2:13][CH2:12]1)=[O:10], predict the reactants needed to synthesize it. The reactants are: C(OC(=O)[NH:7][CH2:8][C:9]([N:11]1[CH2:16][CH2:15][N:14]([CH2:17][C:18]2[CH:23]=[CH:22][C:21]([NH:24][C:25]3[N:30]=[CH:29][C:28]4=[CH:31][CH:32]=[C:33]([C:34]5[CH:39]=[CH:38][CH:37]=[CH:36][C:35]=5[N:40]([S:42]([CH3:45])(=[O:44])=[O:43])[CH3:41])[N:27]4[N:26]=3)=[C:20]([O:46][CH3:47])[CH:19]=2)[CH2:13][CH2:12]1)=[O:10])(C)(C)C.FC(F)(F)C(O)=O. (2) Given the product [C:29]([O:31][CH2:1][C:2]1[CH:7]=[CH:6][C:5]([O:8][CH2:9][C:10]2[N:11]=[C:12]([C:16]3[CH:21]=[CH:20][CH:19]=[CH:18][CH:17]=3)[O:13][C:14]=2[CH3:15])=[CH:4][N:3]=1)(=[O:30])[CH3:25], predict the reactants needed to synthesize it. The reactants are: [CH3:1][C:2]1[CH:7]=[CH:6][C:5]([O:8][CH2:9][C:10]2[N:11]=[C:12]([C:16]3[CH:21]=[CH:20][CH:19]=[CH:18][CH:17]=3)[O:13][C:14]=2[CH3:15])=[CH:4][N:3]=1.ClC1C=CC=[C:25]([C:29]([O:31]O)=[O:30])C=1. (3) Given the product [O:1]1[CH:5]=[CH:4][CH:3]=[C:2]1[CH2:6][N:7]([CH2:22][C:23]1[CH:24]=[CH:25][C:26]([S:29][C:30]([CH3:39])([CH3:38])[C:31]([OH:33])=[O:32])=[CH:27][CH:28]=1)[CH2:8][C:9]1[CH:14]=[C:13]([C:15]2[CH:16]=[CH:17][C:18]([CH3:21])=[CH:19][CH:20]=2)[N:12]=[CH:11][N:10]=1, predict the reactants needed to synthesize it. The reactants are: [O:1]1[CH:5]=[CH:4][CH:3]=[C:2]1[CH2:6][N:7]([CH2:22][C:23]1[CH:28]=[CH:27][C:26]([S:29][C:30]([CH3:39])([CH3:38])[C:31]([O:33]C(C)(C)C)=[O:32])=[CH:25][CH:24]=1)[CH2:8][C:9]1[CH:14]=[C:13]([C:15]2[CH:20]=[CH:19][C:18]([CH3:21])=[CH:17][CH:16]=2)[N:12]=[CH:11][N:10]=1.Cl. (4) Given the product [CH:12]1([CH2:15][CH2:16][NH:17][C:18]([C:20]2[N:21]=[N:22][C:23]([N:26]3[CH2:31][CH2:30][N:29]([C:5](=[O:7])[CH2:4][C:3]([OH:9])([CH3:8])[C:2]([F:1])([F:11])[F:10])[CH2:28][CH2:27]3)=[CH:24][CH:25]=2)=[O:19])[CH2:14][CH2:13]1, predict the reactants needed to synthesize it. The reactants are: [F:1][C:2]([F:11])([F:10])[C:3]([OH:9])([CH3:8])[CH2:4][C:5]([OH:7])=O.[CH:12]1([CH2:15][CH2:16][NH:17][C:18]([C:20]2[N:21]=[N:22][C:23]([N:26]3[CH2:31][CH2:30][NH:29][CH2:28][CH2:27]3)=[CH:24][CH:25]=2)=[O:19])[CH2:14][CH2:13]1. (5) Given the product [Cl:1][C:2]1[C:3]([O:16][CH:13]([CH3:14])[CH3:12])=[N:4][CH:5]=[C:6]([CH:10]=1)[C:7]([OH:9])=[O:8], predict the reactants needed to synthesize it. The reactants are: [Cl:1][C:2]1[C:3](Cl)=[N:4][CH:5]=[C:6]([CH:10]=1)[C:7]([OH:9])=[O:8].[CH3:12][C:13]([O-:16])(C)[CH3:14].[K+].Cl.